From a dataset of NCI-60 drug combinations with 297,098 pairs across 59 cell lines. Regression. Given two drug SMILES strings and cell line genomic features, predict the synergy score measuring deviation from expected non-interaction effect. (1) Drug 1: C1CC(=O)NC(=O)C1N2CC3=C(C2=O)C=CC=C3N. Drug 2: CNC(=O)C1=NC=CC(=C1)OC2=CC=C(C=C2)NC(=O)NC3=CC(=C(C=C3)Cl)C(F)(F)F. Cell line: RXF 393. Synergy scores: CSS=25.9, Synergy_ZIP=0.293, Synergy_Bliss=-0.311, Synergy_Loewe=0.295, Synergy_HSA=0.386. (2) Drug 2: C(CCl)NC(=O)N(CCCl)N=O. Cell line: DU-145. Drug 1: CN(C)C1=NC(=NC(=N1)N(C)C)N(C)C. Synergy scores: CSS=-0.783, Synergy_ZIP=3.31, Synergy_Bliss=6.49, Synergy_Loewe=1.61, Synergy_HSA=2.23. (3) Drug 1: CCN(CC)CCCC(C)NC1=C2C=C(C=CC2=NC3=C1C=CC(=C3)Cl)OC. Drug 2: CC1CCCC2(C(O2)CC(NC(=O)CC(C(C(=O)C(C1O)C)(C)C)O)C(=CC3=CSC(=N3)C)C)C. Cell line: MDA-MB-231. Synergy scores: CSS=43.6, Synergy_ZIP=-2.14, Synergy_Bliss=-2.55, Synergy_Loewe=1.64, Synergy_HSA=3.92. (4) Drug 1: CNC(=O)C1=NC=CC(=C1)OC2=CC=C(C=C2)NC(=O)NC3=CC(=C(C=C3)Cl)C(F)(F)F. Drug 2: C1CCC(C(C1)N)N.C(=O)(C(=O)[O-])[O-].[Pt+4]. Cell line: HT29. Synergy scores: CSS=55.2, Synergy_ZIP=0.0739, Synergy_Bliss=0.897, Synergy_Loewe=-31.8, Synergy_HSA=0.593. (5) Drug 1: CC12CCC3C(C1CCC2O)C(CC4=C3C=CC(=C4)O)CCCCCCCCCS(=O)CCCC(C(F)(F)F)(F)F. Drug 2: CS(=O)(=O)OCCCCOS(=O)(=O)C. Cell line: U251. Synergy scores: CSS=18.2, Synergy_ZIP=-6.51, Synergy_Bliss=-4.22, Synergy_Loewe=-1.67, Synergy_HSA=-1.26.